Dataset: TCR-epitope binding with 47,182 pairs between 192 epitopes and 23,139 TCRs. Task: Binary Classification. Given a T-cell receptor sequence (or CDR3 region) and an epitope sequence, predict whether binding occurs between them. (1) The epitope is MLNIPSINV. The TCR CDR3 sequence is CASSPSGGVGTGELFF. Result: 1 (the TCR binds to the epitope). (2) The epitope is QARQMVQAMRTIGTHP. The TCR CDR3 sequence is CSARDLSPLGQGSSYNSPLHF. Result: 1 (the TCR binds to the epitope). (3) The epitope is AYILFTRFFYV. Result: 0 (the TCR does not bind to the epitope). The TCR CDR3 sequence is CASSPWTVDSYNEQFF.